This data is from Forward reaction prediction with 1.9M reactions from USPTO patents (1976-2016). The task is: Predict the product of the given reaction. Given the reactants [C@@H:1]12[CH2:6][C@@H:5]1[CH2:4][C@H:3]([C:7](N)=[O:8])[NH:2]2.CC[O-:12].[Na+].CCO.[C:17]([O:21][C:22](O[C:22]([O:21][C:17]([CH3:20])([CH3:19])[CH3:18])=[O:23])=[O:23])([CH3:20])([CH3:19])[CH3:18].Cl, predict the reaction product. The product is: [C:17]([O:21][C:22]([N:2]1[C@H:3]([C:7]([OH:8])=[O:12])[CH2:4][C@@H:5]2[C@H:1]1[CH2:6]2)=[O:23])([CH3:20])([CH3:19])[CH3:18].